From a dataset of Catalyst prediction with 721,799 reactions and 888 catalyst types from USPTO. Predict which catalyst facilitates the given reaction. Reactant: [Cl:1][C:2]1[CH:3]=[N:4][CH:5]=[C:6]([Cl:26])[C:7]=1[NH:8][C:9]1[NH:10][C:11]2[C:17]3[CH2:18][C:19]([CH3:22])([CH3:21])[O:20][C:16]=3[C:15]([C:23](O)=[O:24])=[CH:14][C:12]=2[N:13]=1.F[B-](F)(F)F.N1(OC(N(C)C)=[N+](C)C)C2C=CC=CC=2N=N1.CN(C=O)C.[Cl:54][C:55]1[CH:61]=[CH:60][C:58]([NH2:59])=[CH:57][CH:56]=1. Product: [Cl:54][C:55]1[CH:61]=[CH:60][C:58]([NH:59][C:23]([C:15]2[C:16]3[O:20][C:19]([CH3:21])([CH3:22])[CH2:18][C:17]=3[C:11]3[NH:10][C:9]([NH:8][C:7]4[C:6]([Cl:26])=[CH:5][N:4]=[CH:3][C:2]=4[Cl:1])=[N:13][C:12]=3[CH:14]=2)=[O:24])=[CH:57][CH:56]=1. The catalyst class is: 1.